This data is from Catalyst prediction with 721,799 reactions and 888 catalyst types from USPTO. The task is: Predict which catalyst facilitates the given reaction. (1) Reactant: Br[C:2]1[C:7]2[S:8][C:9]([C:11]3[C:16]([Cl:17])=[CH:15][CH:14]=[CH:13][C:12]=3[Cl:18])=[N:10][C:6]=2[CH:5]=[CH:4][N:3]=1.C1(C(C2C=CC=CC=2)=[NH:26])C=CC=CC=1.C1C=CC(P(C2C(C3C(P(C4C=CC=CC=4)C4C=CC=CC=4)=CC=C4C=3C=CC=C4)=C3C(C=CC=C3)=CC=2)C2C=CC=CC=2)=CC=1.CC(C)([O-])C.[Na+]. Product: [Cl:18][C:12]1[CH:13]=[CH:14][CH:15]=[C:16]([Cl:17])[C:11]=1[C:9]1[S:8][C:7]2[C:2]([NH2:26])=[N:3][CH:4]=[CH:5][C:6]=2[N:10]=1. The catalyst class is: 187. (2) Reactant: [CH2:1]([O:8][C:9]1[CH:14]=[C:13]([O:15][CH2:16][C:17]2[CH:22]=[CH:21][CH:20]=[CH:19][CH:18]=2)[C:12]([Cl:23])=[CH:11][C:10]=1[C:24]1[O:28][N:27]=[C:26]([CH3:29])[C:25]=1[C:30]1[CH:31]=[C:32]([CH:35]=[CH:36][CH:37]=1)[CH:33]=O)[C:2]1[CH:7]=[CH:6][CH:5]=[CH:4][CH:3]=1.[NH:38]1[CH2:43][CH2:42][O:41][CH2:40][CH2:39]1.ClCCCl.C(O[BH-](OC(=O)C)OC(=O)C)(=O)C.[Na+]. Product: [CH2:1]([O:8][C:9]1[CH:14]=[C:13]([O:15][CH2:16][C:17]2[CH:18]=[CH:19][CH:20]=[CH:21][CH:22]=2)[C:12]([Cl:23])=[CH:11][C:10]=1[C:24]1[O:28][N:27]=[C:26]([CH3:29])[C:25]=1[C:30]1[CH:31]=[C:32]([CH:35]=[CH:36][CH:37]=1)[CH2:33][N:38]1[CH2:43][CH2:42][O:41][CH2:40][CH2:39]1)[C:2]1[CH:7]=[CH:6][CH:5]=[CH:4][CH:3]=1. The catalyst class is: 15. (3) Reactant: [NH2:1][C:2]1[CH:7]=[CH:6][CH:5]=[CH:4][CH:3]=1.[N:8]#[C:9][NH2:10].[N+:11]([O-:14])([OH:13])=[O:12].C(OCC)C. Product: [N+:11]([O-:14])([OH:13])=[O:12].[C:2]1([NH:1][C:9]([NH2:10])=[NH:8])[CH:7]=[CH:6][CH:5]=[CH:4][CH:3]=1. The catalyst class is: 8.